From a dataset of Reaction yield outcomes from USPTO patents with 853,638 reactions. Predict the reaction yield, written as a fraction of the theoretical maximum amount of product (1.0 means a 100% yield; for example, 0.34 means a 34% yield). (1) The reactants are [CH2:1]([O:8][NH:9][C@H:10]1[CH2:15][N:14]([C:16]([O:18][C:19]([CH3:22])([CH3:21])[CH3:20])=[O:17])[C@H:13]([C:23]([OH:25])=[O:24])[CH2:12][CH2:11]1)[C:2]1[CH:7]=[CH:6][CH:5]=[CH:4][CH:3]=1.[CH2:26](Br)[CH:27]=[CH2:28].C(N(C(C)C)CC)(C)C. The catalyst is C(#N)C.C(OCC)(=O)C. The product is [CH2:1]([O:8][NH:9][C@H:10]1[CH2:15][N:14]([C:16]([O:18][C:19]([CH3:21])([CH3:22])[CH3:20])=[O:17])[C@H:13]([C:23]([O:25][CH2:28][CH:27]=[CH2:26])=[O:24])[CH2:12][CH2:11]1)[C:2]1[CH:3]=[CH:4][CH:5]=[CH:6][CH:7]=1. The yield is 0.850. (2) The reactants are [CH3:1][O:2][C:3]1[CH:8]=[CH:7][CH:6]=[CH:5][C:4]=1C1N=CN=C(NC2C=C(CS(N)(=O)=O)C=CC=2)N=1.Cl[C:28]1[N:33]=[CH:32][N:31]=[C:30]([NH:34][C:35]2[CH:36]=[C:37]([CH:41]=[CH:42][CH:43]=2)[C:38]([NH2:40])=[O:39])[N:29]=1.COC1C=CC=CC=1B(O)O. The catalyst is O.CO. The product is [CH3:1][O:2][C:3]1[CH:8]=[CH:7][CH:6]=[CH:5][C:4]=1[C:28]1[N:33]=[CH:32][N:31]=[C:30]([NH:34][C:35]2[CH:36]=[C:37]([CH:41]=[CH:42][CH:43]=2)[C:38]([NH2:40])=[O:39])[N:29]=1. The yield is 0.350. (3) The reactants are [C:1]12[CH:24]=[C:22]3[N:23]=[C:19]([CH:20]=[CH:21]3)[CH:18]=[C:16]3[NH:17][C:13]([CH:14]=[CH:15]3)=[CH:12][C:10]3=[N:11][C:7]([CH:8]=[CH:9]3)=[CH:6][C:4]([NH:5]1)=[CH:3][CH:2]=2.[Zn:25](OC(C)=O)OC(C)=O.O.O. The catalyst is C(Cl)(Cl)Cl.CO. The product is [C:1]12[CH:24]=[C:22]3[N:23]=[C:19]([CH:20]=[CH:21]3)[CH:18]=[C:16]3[NH:17][C:13]([CH:14]=[CH:15]3)=[CH:12][C:10]3=[N:11][C:7]([CH:8]=[CH:9]3)=[CH:6][C:4]([NH:5]1)=[CH:3][CH:2]=2.[Zn:25]. The yield is 0.730. (4) The reactants are [NH2:1][C:2]1[NH:6][N:5]=[C:4]([C:7]2[CH:12]=[CH:11][C:10]([O:13][C:14]3[CH:19]=[CH:18][CH:17]=[CH:16][CH:15]=3)=[CH:9][CH:8]=2)[C:3]=1[C:20]#[N:21].[OH2:22]. The catalyst is OP(O)(O)=O. The product is [NH2:1][C:2]1[NH:6][N:5]=[C:4]([C:7]2[CH:8]=[CH:9][C:10]([O:13][C:14]3[CH:19]=[CH:18][CH:17]=[CH:16][CH:15]=3)=[CH:11][CH:12]=2)[C:3]=1[C:20]([NH2:21])=[O:22]. The yield is 0.775. (5) The reactants are N[C:2]1[S:3][C:4]([CH2:7][N:8]2[CH2:12][CH2:11][CH2:10][C:9]2=[O:13])=[CH:5][N:6]=1.C(ON=O)CC(C)C. The catalyst is C1COCC1. The product is [S:3]1[C:4]([CH2:7][N:8]2[CH2:12][CH2:11][CH2:10][C:9]2=[O:13])=[CH:5][N:6]=[CH:2]1. The yield is 0.310. (6) The reactants are CO[CH:3]1[CH2:7][CH2:6][CH:5](OC)O1.Cl.ClC1C=CN=CC=1.[NH2:18][C:19]1[C:24]2[O:25][C:26]3[CH:35]=[CH:34][C:33]([C:36]([OH:38])=[O:37])=[CH:32][C:27]=3[S:28](=[O:31])(=[O:30])[CH2:29][C:23]=2[CH:22]=[CH:21][CH:20]=1. The catalyst is O1CCOCC1. The product is [O:30]=[S:28]1(=[O:31])[C:27]2[CH:32]=[C:33]([C:36]([OH:38])=[O:37])[CH:34]=[CH:35][C:26]=2[O:25][C:24]2[C:19]([N:18]3[CH:3]=[CH:7][CH:6]=[CH:5]3)=[CH:20][CH:21]=[CH:22][C:23]=2[CH2:29]1. The yield is 0.737. (7) The yield is 0.600. The reactants are [C:1](#[N:4])[CH:2]=[CH2:3].[NH2:5][NH2:6].[OH2:7].CO[C:10]1[CH:17]=[CH:16][C:13]([CH:14]=O)=[CH:12][CH:11]=1.[CH2:18]1COCC1. The product is [CH3:18][O:7][C:10]1[CH:17]=[CH:16][C:13]([CH2:14][N:5]2[C:1]([NH2:4])=[CH:2][CH:3]=[N:6]2)=[CH:12][CH:11]=1. No catalyst specified. (8) The reactants are [I:1][C:2]1[N:11]=[CH:10][C:9]2[CH2:8][CH2:7][C:6]3[C:12]([C:16]([O-:18])=O)=[N:13][N:14]([CH3:15])[C:5]=3[C:4]=2[N:3]=1.[K+].[N:20]1(C([O-])=O)C2C=CC=CC=2N=N1.[NH4+]. The catalyst is CN(C)C=O.O. The product is [I:1][C:2]1[N:11]=[CH:10][C:9]2[CH2:8][CH2:7][C:6]3[C:12]([C:16]([NH2:20])=[O:18])=[N:13][N:14]([CH3:15])[C:5]=3[C:4]=2[N:3]=1. The yield is 0.900. (9) The reactants are [Br:1][C:2]1[CH:3]=[C:4]2[C:9](=[CH:10][CH:11]=1)[N:8]=[CH:7][C:6]([C:12]([CH:14]1[CH2:16][CH2:15]1)=[O:13])=[C:5]2Cl.[N:18]1([CH2:23][CH:24]2[CH2:29][CH2:28][NH:27][CH2:26][CH2:25]2)[CH2:22][CH2:21][CH2:20][CH2:19]1. No catalyst specified. The product is [Br:1][C:2]1[CH:3]=[C:4]2[C:9](=[CH:10][CH:11]=1)[N:8]=[CH:7][C:6]([C:12]([CH:14]1[CH2:16][CH2:15]1)=[O:13])=[C:5]2[N:27]1[CH2:26][CH2:25][CH:24]([CH2:23][N:18]2[CH2:22][CH2:21][CH2:20][CH2:19]2)[CH2:29][CH2:28]1. The yield is 0.700.